This data is from NCI-60 drug combinations with 297,098 pairs across 59 cell lines. The task is: Regression. Given two drug SMILES strings and cell line genomic features, predict the synergy score measuring deviation from expected non-interaction effect. (1) Drug 1: CC1C(C(=O)NC(C(=O)N2CCCC2C(=O)N(CC(=O)N(C(C(=O)O1)C(C)C)C)C)C(C)C)NC(=O)C3=C4C(=C(C=C3)C)OC5=C(C(=O)C(=C(C5=N4)C(=O)NC6C(OC(=O)C(N(C(=O)CN(C(=O)C7CCCN7C(=O)C(NC6=O)C(C)C)C)C)C(C)C)C)N)C. Drug 2: CC1CCC2CC(C(=CC=CC=CC(CC(C(=O)C(C(C(=CC(C(=O)CC(OC(=O)C3CCCCN3C(=O)C(=O)C1(O2)O)C(C)CC4CCC(C(C4)OC)OCCO)C)C)O)OC)C)C)C)OC. Cell line: HCC-2998. Synergy scores: CSS=18.1, Synergy_ZIP=5.43, Synergy_Bliss=7.85, Synergy_Loewe=4.97, Synergy_HSA=5.57. (2) Drug 1: CN1CCC(CC1)COC2=C(C=C3C(=C2)N=CN=C3NC4=C(C=C(C=C4)Br)F)OC. Drug 2: CN(CCCl)CCCl.Cl. Cell line: A498. Synergy scores: CSS=10.5, Synergy_ZIP=-7.28, Synergy_Bliss=-2.87, Synergy_Loewe=-3.66, Synergy_HSA=-3.08. (3) Drug 1: CC1C(C(CC(O1)OC2CC(CC3=C2C(=C4C(=C3O)C(=O)C5=C(C4=O)C(=CC=C5)OC)O)(C(=O)CO)O)N)O.Cl. Drug 2: CCC1=CC2CC(C3=C(CN(C2)C1)C4=CC=CC=C4N3)(C5=C(C=C6C(=C5)C78CCN9C7C(C=CC9)(C(C(C8N6C)(C(=O)OC)O)OC(=O)C)CC)OC)C(=O)OC.C(C(C(=O)O)O)(C(=O)O)O. Cell line: RPMI-8226. Synergy scores: CSS=40.9, Synergy_ZIP=0.853, Synergy_Bliss=2.28, Synergy_Loewe=-6.28, Synergy_HSA=2.09. (4) Drug 1: C1CN(CCN1C(=O)CCBr)C(=O)CCBr. Drug 2: COC1=C2C(=CC3=C1OC=C3)C=CC(=O)O2. Cell line: NCI-H460. Synergy scores: CSS=50.7, Synergy_ZIP=1.53, Synergy_Bliss=-1.53, Synergy_Loewe=-1.89, Synergy_HSA=-2.57. (5) Drug 1: CC1=C2C(C(=O)C3(C(CC4C(C3C(C(C2(C)C)(CC1OC(=O)C(C(C5=CC=CC=C5)NC(=O)OC(C)(C)C)O)O)OC(=O)C6=CC=CC=C6)(CO4)OC(=O)C)OC)C)OC. Drug 2: CC(C1=C(C=CC(=C1Cl)F)Cl)OC2=C(N=CC(=C2)C3=CN(N=C3)C4CCNCC4)N. Cell line: SF-539. Synergy scores: CSS=38.3, Synergy_ZIP=-2.93, Synergy_Bliss=-5.54, Synergy_Loewe=-43.1, Synergy_HSA=-4.82. (6) Drug 1: CN(CC1=CN=C2C(=N1)C(=NC(=N2)N)N)C3=CC=C(C=C3)C(=O)NC(CCC(=O)O)C(=O)O. Drug 2: C(CC(=O)O)C(=O)CN.Cl. Cell line: TK-10. Synergy scores: CSS=41.4, Synergy_ZIP=-1.40, Synergy_Bliss=-2.71, Synergy_Loewe=-12.2, Synergy_HSA=-2.28. (7) Drug 2: C1CN(P(=O)(OC1)NCCCl)CCCl. Drug 1: C1=CN(C=N1)CC(O)(P(=O)(O)O)P(=O)(O)O. Synergy scores: CSS=-5.48, Synergy_ZIP=4.92, Synergy_Bliss=6.33, Synergy_Loewe=-1.29, Synergy_HSA=-1.15. Cell line: COLO 205. (8) Drug 1: CC1OCC2C(O1)C(C(C(O2)OC3C4COC(=O)C4C(C5=CC6=C(C=C35)OCO6)C7=CC(=C(C(=C7)OC)O)OC)O)O. Drug 2: CCCCCOC(=O)NC1=NC(=O)N(C=C1F)C2C(C(C(O2)C)O)O. Cell line: HT29. Synergy scores: CSS=16.9, Synergy_ZIP=-4.26, Synergy_Bliss=3.36, Synergy_Loewe=-21.9, Synergy_HSA=1.04. (9) Drug 1: C1=NNC2=C1C(=O)NC=N2. Drug 2: C(CN)CNCCSP(=O)(O)O. Cell line: SNB-75. Synergy scores: CSS=-0.970, Synergy_ZIP=-0.386, Synergy_Bliss=-0.896, Synergy_Loewe=-2.64, Synergy_HSA=-1.95. (10) Drug 1: CC1=CC=C(C=C1)C2=CC(=NN2C3=CC=C(C=C3)S(=O)(=O)N)C(F)(F)F. Drug 2: C1CN(P(=O)(OC1)NCCCl)CCCl. Cell line: NCI-H460. Synergy scores: CSS=-3.74, Synergy_ZIP=3.26, Synergy_Bliss=2.95, Synergy_Loewe=-2.07, Synergy_HSA=-1.41.